Predict which catalyst facilitates the given reaction. From a dataset of Catalyst prediction with 721,799 reactions and 888 catalyst types from USPTO. (1) Reactant: [Cl:1][C:2]1[CH:7]=[CH:6][C:5]([CH:8]([NH2:30])[C:9]2[CH:14]=[CH:13][C:12]([C:15]3[N:23]=[CH:22][N:21]=[C:20]4[C:16]=3[N:17]=[CH:18][N:19]4C3CCCCO3)=[CH:11][CH:10]=2)=[CH:4][CH:3]=1.Cl. Product: [Cl:1][C:2]1[CH:7]=[CH:6][C:5]([CH:8]([NH2:30])[C:9]2[CH:14]=[CH:13][C:12]([C:15]3[N:23]=[CH:22][N:21]=[C:20]4[C:16]=3[N:17]=[CH:18][NH:19]4)=[CH:11][CH:10]=2)=[CH:4][CH:3]=1. The catalyst class is: 71. (2) Reactant: [N+:1]([C:4]1[CH:5]=[C:6]([O:13][C:14]2[CH:19]=[CH:18][C:17]([CH2:20][OH:21])=[CH:16][CH:15]=2)[CH:7]=[CH:8][C:9]=1[N+:10]([O-])=O)([O-])=O.[H][H]. Product: [NH2:1][C:4]1[CH:5]=[C:6]([O:13][C:14]2[CH:19]=[CH:18][C:17]([CH2:20][OH:21])=[CH:16][CH:15]=2)[CH:7]=[CH:8][C:9]=1[NH2:10]. The catalyst class is: 78. (3) Reactant: Cl[C:2]1[CH:7]=[CH:6][NH:5][C:4](=[O:8])[CH:3]=1.C([O-])([O-])=O.[K+].[K+].[Cl:15][C:16]1[CH:21]=[CH:20][C:19]([CH2:22][SH:23])=[CH:18][CH:17]=1. Product: [Cl:15][C:16]1[CH:21]=[CH:20][C:19]([CH2:22][S:23][C:2]2[CH:7]=[CH:6][NH:5][C:4](=[O:8])[CH:3]=2)=[CH:18][CH:17]=1. The catalyst class is: 2. (4) Reactant: [O:1]([CH2:19][CH2:20][O:21][C:22]1[CH:27]=[CH:26][C:25]([C:28]2[N:29]=[C:30]3[CH:35]=[CH:34][C:33]([I:36])=[CH:32][N:31]3[C:37]=2[C:38]#[N:39])=[CH:24][CH:23]=1)[Si](C(C)(C)C)(C1C=CC=CC=1)C1C=CC=CC=1.[F-].C([N+](CCCC)(CCCC)CCCC)CCC.[Cl-].[NH4+].O. Product: [C:38]([C:37]1[N:31]2[CH:32]=[C:33]([I:36])[CH:34]=[CH:35][C:30]2=[N:29][C:28]=1[C:25]1[CH:26]=[CH:27][C:22]([O:21][CH2:20][CH2:19][OH:1])=[CH:23][CH:24]=1)#[N:39]. The catalyst class is: 841. (5) The catalyst class is: 233. Product: [Cl:1][C:2]1[CH:9]=[C:8]([C:20]2[CH:21]=[C:22]([CH:26]([CH:33]3[CH2:37][CH2:36][CH2:35][CH2:34]3)[NH:27][S:28]([CH2:31][CH3:32])(=[O:29])=[O:30])[CH:23]=[N:24][CH:25]=2)[CH:7]=[CH:6][C:3]=1[C:4]#[N:5]. Reactant: [Cl:1][C:2]1[CH:9]=[C:8](B2OC(C)(C)C(C)(C)O2)[CH:7]=[CH:6][C:3]=1[C:4]#[N:5].Br[C:20]1[CH:21]=[C:22]([CH:26]([CH:33]2[CH2:37][CH2:36][CH2:35][CH2:34]2)[NH:27][S:28]([CH2:31][CH3:32])(=[O:30])=[O:29])[CH:23]=[N:24][CH:25]=1.C([O-])([O-])=O.[Na+].[Na+]. (6) Reactant: [C:1]([O:5][C:6]([NH:8][C@@H:9]([CH2:23][CH:24]=O)[C:10]([O:12][C@@H:13]1[CH2:18][C@H:17]([CH3:19])[CH2:16][CH2:15][C@H:14]1[CH:20]([CH3:22])[CH3:21])=[O:11])=[O:7])([CH3:4])([CH3:3])[CH3:2].[CH:26]1([N:31]2[C:40]3[N:39]=[C:38]([NH:41][C:42]4[CH:56]=[CH:55][C:45]([C:46]([NH:48][CH:49]5[CH2:54][CH2:53][NH:52][CH2:51][CH2:50]5)=[O:47])=[CH:44][C:43]=4[O:57][CH3:58])[N:37]=[CH:36][C:35]=3[N:34]([CH3:59])[C:33](=[O:60])[C@H:32]2[CH2:61][CH3:62])[CH2:30][CH2:29][CH2:28][CH2:27]1.C(O[BH-](OC(=O)C)OC(=O)C)(=O)C.[Na+].C([O-])(O)=O.[Na+]. Product: [C:1]([O:5][C:6]([NH:8][C@@H:9]([CH2:23][CH2:24][N:52]1[CH2:51][CH2:50][CH:49]([NH:48][C:46](=[O:47])[C:45]2[CH:55]=[CH:56][C:42]([NH:41][C:38]3[N:37]=[CH:36][C:35]4[N:34]([CH3:59])[C:33](=[O:60])[C@@H:32]([CH2:61][CH3:62])[N:31]([CH:26]5[CH2:30][CH2:29][CH2:28][CH2:27]5)[C:40]=4[N:39]=3)=[C:43]([O:57][CH3:58])[CH:44]=2)[CH2:54][CH2:53]1)[C:10]([O:12][C@@H:13]1[CH2:18][C@H:17]([CH3:19])[CH2:16][CH2:15][C@H:14]1[CH:20]([CH3:22])[CH3:21])=[O:11])=[O:7])([CH3:3])([CH3:4])[CH3:2]. The catalyst class is: 279. (7) The catalyst class is: 23. Product: [CH2:1]([S:5][C:6]1[C:11]([CH2:12][Cl:16])=[CH:10][CH:9]=[CH:8][N:7]=1)[CH2:2][CH2:3][CH3:4]. Reactant: [CH2:1]([S:5][C:6]1[C:11]([CH2:12]O)=[CH:10][CH:9]=[CH:8][N:7]=1)[CH2:2][CH2:3][CH3:4].O=S(Cl)[Cl:16]. (8) Reactant: Br[C:2]1[CH:11]=[CH:10][C:5]([C:6](OC)=[O:7])=[C:4](Cl)[CH:3]=1.[CH3:13][N:14]([P+](ON1N=NC2C=CC=CC1=2)(N(C)C)N(C)C)C.F[P-](F)(F)(F)(F)F.[CH2:40](N(CC)CC)[CH3:41].[NH2:47][C@H:48]([C:56]1[NH:57][CH:58]=[C:59]([C:61]2[CH:69]=[CH:68][C:64]([C:65]([NH2:67])=[O:66])=[CH:63][CH:62]=2)[N:60]=1)[CH2:49][C:50]1[CH:55]=[CH:54][CH:53]=[CH:52][CH:51]=1. Product: [C:65]([C:64]1[CH:63]=[CH:62][C:61]([C:59]2[N:60]=[C:56]([C@@H:48]([NH:47][C:6](=[O:7])[C:5]3[CH:10]=[CH:11][C:2]([C:13]#[N:14])=[CH:3][C:4]=3[CH2:40][CH3:41])[CH2:49][C:50]3[CH:51]=[CH:52][CH:53]=[CH:54][CH:55]=3)[NH:57][CH:58]=2)=[CH:69][CH:68]=1)(=[O:66])[NH2:67]. The catalyst class is: 1. (9) Reactant: [C:1]([C:3]1[N:8]=[CH:7][C:6]([NH:9][C@H:10]([CH:14]([CH3:16])[CH3:15])[C:11]([NH2:13])=[O:12])=[CH:5][C:4]=1[NH:17][C:18]1[S:22][N:21]=[C:20]([CH3:23])[CH:19]=1)#[N:2].[OH-].[Na+].OO.CC(O)=[O:30]. Product: [NH2:13][C:11](=[O:12])[C@H:10]([NH:9][C:6]1[CH:5]=[C:4]([NH:17][C:18]2[S:22][N:21]=[C:20]([CH3:23])[CH:19]=2)[C:3]([C:1]([NH2:2])=[O:30])=[N:8][CH:7]=1)[CH:14]([CH3:16])[CH3:15]. The catalyst class is: 593.